Dataset: Forward reaction prediction with 1.9M reactions from USPTO patents (1976-2016). Task: Predict the product of the given reaction. (1) Given the reactants [C:1]([C:3]1[CH:4]=[C:5]([CH:10]=[CH:11][CH:12]=1)[C:6]([O:8][CH3:9])=[O:7])#[N:2].[N-:13]=[N+:14]=[N-:15].[Na+].Cl.C(N(CC)CC)C, predict the reaction product. The product is: [NH:13]1[C:1]([C:3]2[CH:4]=[C:5]([CH:10]=[CH:11][CH:12]=2)[C:6]([O:8][CH3:9])=[O:7])=[N:2][N:15]=[N:14]1. (2) Given the reactants [C:1]([O:7][CH2:8][C:9]([CH3:24])([CH3:23])[CH2:10][N:11]1[CH:20]=[CH:19][C:18]2[C:13](=[CH:14][CH:15]=[C:16]([Br:21])[CH:17]=2)[C:12]1=[O:22])(=[O:6])[C:2]([CH3:5])([CH3:4])[CH3:3].O=P(Cl)(Cl)Cl.CN([CH:33]=[O:34])C, predict the reaction product. The product is: [C:1]([O:7][CH2:8][C:9]([CH3:24])([CH3:23])[CH2:10][N:11]1[CH:20]=[C:19]([CH:33]=[O:34])[C:18]2[C:13](=[CH:14][CH:15]=[C:16]([Br:21])[CH:17]=2)[C:12]1=[O:22])(=[O:6])[C:2]([CH3:4])([CH3:5])[CH3:3]. (3) Given the reactants [C:1]([C:3]1[CH:26]=[CH:25][C:6]([CH2:7][CH:8]2[CH:13]=[CH:12][N:11](C(OC3C=CC=CC=3)=O)[CH:10]=[C:9]2[CH:23]=[O:24])=[CH:5][CH:4]=1)#[N:2].[S], predict the reaction product. The product is: [CH:23]([C:9]1[CH:10]=[N:11][CH:12]=[CH:13][C:8]=1[CH2:7][C:6]1[CH:25]=[CH:26][C:3]([C:1]#[N:2])=[CH:4][CH:5]=1)=[O:24]. (4) Given the reactants [S:1]1[CH:5]=[C:4]([NH:6][C:7](=[O:13])[O:8][C:9]([CH3:12])([CH3:11])[CH3:10])[N:3]=[CH:2]1.C[Si](C)(C)[N-][Si](C)(C)C.[Li+].[F:24][C:25]1[CH:30]=[C:29]([F:31])[C:28]([F:32])=[CH:27][C:26]=1[S:33](Cl)(=[O:35])=[O:34], predict the reaction product. The product is: [S:1]1[CH:5]=[C:4]([N:6]([S:33]([C:26]2[CH:27]=[C:28]([F:32])[C:29]([F:31])=[CH:30][C:25]=2[F:24])(=[O:35])=[O:34])[C:7](=[O:13])[O:8][C:9]([CH3:10])([CH3:12])[CH3:11])[N:3]=[CH:2]1. (5) Given the reactants [C:1]1([CH3:11])[CH:6]=[CH:5][C:4]([S:7](Cl)(=[O:9])=[O:8])=[CH:3][CH:2]=1.[OH:12][CH2:13][C@H:14]1[CH2:28][O:27][C:17]2[CH:18]=[CH:19][C:20]3[C:21](=[O:26])[CH:22]=[CH:23][O:24][C:25]=3[C:16]=2[O:15]1.O, predict the reaction product. The product is: [CH3:11][C:1]1[CH:6]=[CH:5][C:4]([S:7]([O:12][CH2:13][CH:14]2[CH2:28][O:27][C:17]3[CH:18]=[CH:19][C:20]4[C:21](=[O:26])[CH:22]=[CH:23][O:24][C:25]=4[C:16]=3[O:15]2)(=[O:9])=[O:8])=[CH:3][CH:2]=1. (6) Given the reactants [OH-].[Na+].[OH:3][CH:4]1[CH2:9][CH2:8][N:7]([C:10]2[N:15]=[C:14]([C:16]([NH:18][C:19]3[C:20]([CH3:30])=[C:21]([CH:26]=[CH:27][C:28]=3[CH3:29])[C:22]([O:24]C)=[O:23])=[O:17])[C:13]([CH3:31])=[CH:12][CH:11]=2)[CH2:6][CH2:5]1.CO, predict the reaction product. The product is: [OH:3][CH:4]1[CH2:9][CH2:8][N:7]([C:10]2[N:15]=[C:14]([C:16]([NH:18][C:19]3[C:20]([CH3:30])=[C:21]([CH:26]=[CH:27][C:28]=3[CH3:29])[C:22]([OH:24])=[O:23])=[O:17])[C:13]([CH3:31])=[CH:12][CH:11]=2)[CH2:6][CH2:5]1.